This data is from Full USPTO retrosynthesis dataset with 1.9M reactions from patents (1976-2016). The task is: Predict the reactants needed to synthesize the given product. (1) The reactants are: Br[C:2]1[CH:7]=[CH:6][C:5]([CH:8]([CH3:26])[C:9]([C:15]2[CH:25]=[CH:24][C:18]3[N:19]([CH3:23])[C:20](=[O:22])[O:21][C:17]=3[CH:16]=2)([OH:14])[C:10]([F:13])([F:12])[F:11])=[C:4]([Cl:27])[CH:3]=1.[F:28][C:29]1[CH:30]=[C:31](B(O)O)[CH:32]=[CH:33][C:34]=1[C:35]([O:37][CH3:38])=[O:36]. Given the product [CH3:38][O:37][C:35]([C:34]1[CH:33]=[CH:32][C:31]([C:2]2[CH:7]=[CH:6][C:5]([CH:8]([CH3:26])[C:9]([OH:14])([C:15]3[CH:25]=[CH:24][C:18]4[N:19]([CH3:23])[C:20](=[O:22])[O:21][C:17]=4[CH:16]=3)[C:10]([F:11])([F:13])[F:12])=[C:4]([Cl:27])[CH:3]=2)=[CH:30][C:29]=1[F:28])=[O:36], predict the reactants needed to synthesize it. (2) Given the product [NH2:15][C:10]1[C:11]([C:13]#[N:14])=[N:12][C:7]([Cl:6])=[CH:8][C:9]=1[NH:18][CH3:19], predict the reactants needed to synthesize it. The reactants are: O.O.[Sn](Cl)Cl.[Cl:6][C:7]1[N:12]=[C:11]([C:13]#[N:14])[C:10]([N+:15]([O-])=O)=[C:9]([NH:18][CH3:19])[CH:8]=1.[OH-].[NH4+].